From a dataset of Catalyst prediction with 721,799 reactions and 888 catalyst types from USPTO. Predict which catalyst facilitates the given reaction. Reactant: [NH:1]([C:24]([O:26][C:27]([CH3:30])([CH3:29])[CH3:28])=[O:25])[C@H:2]([C:14]([O:16][CH2:17][C:18]1[CH:23]=[CH:22][CH:21]=[CH:20][CH:19]=1)=[O:15])[CH2:3][C:4](=[O:13])ON1C(=O)CCC1=O.[NH2:31][CH2:32][C@@H:33]([C@H:35]([C@@H:37]([C@@H:39]([CH2:41][OH:42])[OH:40])[OH:38])[OH:36])[OH:34].C(N(CC)CC)C. The catalyst class is: 30. Product: [C:27]([O:26][C:24]([NH:1][CH:2]([CH2:3][C:4](=[O:13])[NH:31][CH2:32][CH:33]([OH:34])[CH:35]([OH:36])[CH:37]([OH:38])[CH:39]([OH:40])[CH2:41][OH:42])[C:14]([O:16][CH2:17][C:18]1[CH:19]=[CH:20][CH:21]=[CH:22][CH:23]=1)=[O:15])=[O:25])([CH3:28])([CH3:29])[CH3:30].